Dataset: NCI-60 drug combinations with 297,098 pairs across 59 cell lines. Task: Regression. Given two drug SMILES strings and cell line genomic features, predict the synergy score measuring deviation from expected non-interaction effect. (1) Cell line: UACC62. Drug 2: C1CCC(C(C1)N)N.C(=O)(C(=O)[O-])[O-].[Pt+4]. Synergy scores: CSS=18.4, Synergy_ZIP=-7.56, Synergy_Bliss=0.267, Synergy_Loewe=-12.8, Synergy_HSA=-0.421. Drug 1: C1=NNC2=C1C(=O)NC=N2. (2) Drug 1: CN1C2=C(C=C(C=C2)N(CCCl)CCCl)N=C1CCCC(=O)O.Cl. Drug 2: C1CN(P(=O)(OC1)NCCCl)CCCl. Cell line: PC-3. Synergy scores: CSS=4.48, Synergy_ZIP=-0.567, Synergy_Bliss=-0.235, Synergy_Loewe=1.58, Synergy_HSA=-1.65.